Dataset: Reaction yield outcomes from USPTO patents with 853,638 reactions. Task: Predict the reaction yield, written as a fraction of the theoretical maximum amount of product (1.0 means a 100% yield; for example, 0.34 means a 34% yield). (1) The reactants are COC1C=C(OC)C=CC=1C[NH:6][C:7]1[CH:16]=[N:15][C:14]2[C:9](=[CH:10][C:11]([CH3:17])=[CH:12][CH:13]=2)[N:8]=1.[C:24]([OH:30])([C:26]([F:29])([F:28])[F:27])=[O:25]. The catalyst is C(Cl)Cl. The product is [F:27][C:26]([F:29])([F:28])[C:24]([OH:30])=[O:25].[CH3:17][C:11]1[CH:10]=[C:9]2[C:14]([N:15]=[CH:16][C:7]([NH2:6])=[N:8]2)=[CH:13][CH:12]=1. The yield is 0.850. (2) No catalyst specified. The product is [OH:19][C:9]1[C:10]2[CH:16]=[C:15]([OH:17])[C:14]([OH:18])=[CH:13][C:11]=2[S:12][CH:8]=1. The yield is 0.860. The reactants are C(OC([C:8]1[S:12][C:11]2[CH:13]=[C:14]([OH:18])[C:15]([OH:17])=[CH:16][C:10]=2[C:9]=1[OH:19])=O)CCC.[OH-].[Na+]. (3) The reactants are C([O:4][CH2:5][CH:6]=[C:7]([CH3:16])[CH2:8][CH2:9][CH:10]=[C:11]([CH3:15])[C:12]([OH:14])=[O:13])(=O)C.C(=O)([O-])[O-].[K+].[K+].C(Cl)Cl.Cl. The catalyst is CO.O. The product is [OH:4][CH2:5][CH:6]=[C:7]([CH3:16])[CH2:8][CH2:9][CH:10]=[C:11]([CH3:15])[C:12]([OH:14])=[O:13]. The yield is 0.590. (4) The catalyst is C(Cl)Cl.CCO. The yield is 0.550. The reactants are [NH2:1][CH2:2][CH2:3][OH:4].[CH3:5][O:6][C:7]1[CH:14]=[CH:13][C:10]([CH:11]=O)=[CH:9][CH:8]=1.[O-]S([O-])(=O)=O.[Na+].[Na+].[BH-](OC(C)=O)(OC(C)=O)OC(C)=O.[Na+]. The product is [CH3:5][O:6][C:7]1[CH:14]=[CH:13][C:10]([CH2:11][NH:1][CH2:2][CH2:3][OH:4])=[CH:9][CH:8]=1. (5) The reactants are [Cl:1]N1C(=O)CCC1=O.[Cl:9][C:10]1[CH:15]=[C:14]([NH:16][CH3:17])[CH:13]=[CH:12][N:11]=1.C([O-])(=O)C.[K+]. The yield is 0.180. The product is [Cl:9][C:10]1[CH:15]=[C:14]([NH:16][CH3:17])[C:13]([Cl:1])=[CH:12][N:11]=1. The catalyst is CC(O)=O.